The task is: Binary Classification. Given a miRNA mature sequence and a target amino acid sequence, predict their likelihood of interaction.. This data is from Experimentally validated miRNA-target interactions with 360,000+ pairs, plus equal number of negative samples. (1) The miRNA is mmu-miR-3109-3p with sequence UAGGGCCAUCUCAUCCAGAUA. The protein sequence of the target gene is MQRAVSVVARLGFRLQAFPPALCRPLSCAQEVLRRTPLYDFHLAHGGKMVAFAGWSLPVQYRDSHTDSHLHTRQHCSLFDVSHMLQTKILGSDRVKLMESLVVGDIAELRPNQGTLSLFTNEAGGILDDLIVTNTSEGHLYVVSNAGCWEKDLALMQDKVRELQNQGRDVGLEVLDNALLALQGPTAAQVLQAGVADDLRKLPFMTSAVMEVFGVSGCRVTRCGYTGEDGVEISVPVAGAVHLATAILKNPEVKLAGLAARDSLRLEAGLCLYGNDIDEHTTPVEGSLSWTLGKRRRAAM.... Result: 0 (no interaction). (2) The miRNA is mmu-miR-1898 with sequence AGGUCAAGGUUCACAGGGGAUC. The protein sequence of the target gene is MKDNDIKRLLYTHLLCIFSIILSVFIPSLFLENFSILETHLTWLCICSGFVTAVNLVLYLVVKPNTSSKRSSLSHKVTGFLKCCIYFLMSCFSFHVIFVLYGAPLIELALETFLFAVILSTFTTVPCLCLLGPNLKAWLRVFSRNGVTSIWENSLQITTISSFVGAWLGALPIPLDWERPWQVWPISCTLGATFGYVAGLVISPLWIYWNRKQLTYKNN. Result: 0 (no interaction). (3) The miRNA is hsa-miR-6744-3p with sequence GGGCCUCUCUUGUCAUCCUGCAG. The protein sequence of the target gene is MVLSELAARLNCAEYKNWVKAGHCLLLLRSCLQGFVGREVLSFHRGLLAAAPGLGPRAVCRGGSRCSPRARQFQPQCQVCAEWKREILRHHVNRNGDVHWGNCRPGRWPVDAWEVAKAFMPRGLADKQGPEECDAVALLSLINSCDHFVVDRKKVTEVIKCRNEIMHSSEMKVSSTWLRDFQMKIQNFLNEFKNIPEIVAVYSRIEQLLTSDWAVHIPEEDQRDGCECEMGTYLSESQVNEIEMQLLKEKLQEIYLQAEEQEVLPEELSNRLEVVKEFLRNNEDLRNGLTEDMQKLDSLC.... Result: 1 (interaction). (4) Result: 1 (interaction). The miRNA is hsa-miR-5002-5p with sequence AAUUUGGUUUCUGAGGCACUUAGU. The protein sequence of the target gene is MLQEESDLSLIIAQIVQKLKGSNLYSQLERQAWASLQRPEIKLESLKEDIKEFFKISGWEKKLQNAVYSELSVFPLPSHPAAPPEHLKEPLVYMRKAQGSWEKRILKSLNSMCTELSIPLARKRPVGEQKELLNKWNEMGTDEPDLSLFRPVYAPKDFLEVLINLRNPNYENGDSLSFRTHLGLIQVPLKVKDIPELKECFVELGLNIGQLGIDDSTQVPPELFENEHVRIGQKVLAEQDSAAAQQYIRQGSPTALRAELWALILNISSQPEDVLYYEQLKTNVIQHDLLVDSLIYKDVK....